From a dataset of Forward reaction prediction with 1.9M reactions from USPTO patents (1976-2016). Predict the product of the given reaction. (1) Given the reactants [I:1][C:2]1[CH:3]=[C:4]([CH:8]=[CH:9][CH:10]=1)[C:5]([OH:7])=[O:6].C(=O)([O-])[O-].[K+].[K+].[CH2:17](Br)[C:18]1[CH:23]=[CH:22][CH:21]=[CH:20][CH:19]=1.C(=O)([O-])O.[Na+], predict the reaction product. The product is: [I:1][C:2]1[CH:3]=[C:4]([CH:8]=[CH:9][CH:10]=1)[C:5]([O:7][CH2:17][C:18]1[CH:23]=[CH:22][CH:21]=[CH:20][CH:19]=1)=[O:6]. (2) Given the reactants [CH3:1][S:2](Cl)(=[O:4])=[O:3].[CH:6]1([O:9][C:10]2[CH:15]=[CH:14][C:13]([O:16][C:17]([F:20])([F:19])[F:18])=[CH:12][C:11]=2[CH2:21][OH:22])[CH2:8][CH2:7]1.C(N(CC)CC)C.O, predict the reaction product. The product is: [CH3:1][S:2]([O:22][CH2:21][C:11]1[CH:12]=[C:13]([O:16][C:17]([F:19])([F:20])[F:18])[CH:14]=[CH:15][C:10]=1[O:9][CH:6]1[CH2:7][CH2:8]1)(=[O:4])=[O:3]. (3) Given the reactants [OH:1][C:2]1[CH:6]=[C:5]([C:7]([O:9][CH3:10])=[O:8])[O:4][N:3]=1.CN(C)C=O.C(=O)([O-])[O-].[K+].[K+].[Br:22][CH2:23][CH2:24][CH2:25]Br, predict the reaction product. The product is: [Br:22][CH2:23][CH2:24][CH2:25][O:1][C:2]1[CH:6]=[C:5]([C:7]([O:9][CH3:10])=[O:8])[O:4][N:3]=1. (4) Given the reactants [F:1][C:2]1[CH:7]=[CH:6][C:5]([CH:8]2[C:13]3=[N:14][NH:15][C:16](=[O:21])[C:17]4[CH:18]=[CH:19][CH:20]=[C:11]([C:12]=43)[NH:10][CH:9]2[C:22]2[CH:29]=[CH:28][C:25]([CH:26]=O)=[CH:24][CH:23]=2)=[CH:4][CH:3]=1.[CH3:30][N:31]1[CH2:36][CH2:35][NH:34][CH2:33][CH:32]1[CH3:37], predict the reaction product. The product is: [CH3:37][CH:32]1[N:31]([CH3:30])[CH2:36][CH2:35][N:34]([CH2:26][C:25]2[CH:24]=[CH:23][C:22]([CH:9]3[NH:10][C:11]4[C:12]5[C:13](=[N:14][NH:15][C:16](=[O:21])[C:17]=5[CH:18]=[CH:19][CH:20]=4)[CH:8]3[C:5]3[CH:6]=[CH:7][C:2]([F:1])=[CH:3][CH:4]=3)=[CH:29][CH:28]=2)[CH2:33]1. (5) The product is: [Br:8][C:20]1[CH:21]=[N:22][N:23]([CH3:24])[C:19]=1[C:11]1[CH:12]=[C:13]([C:15]([OH:17])=[O:16])[S:14][C:10]=1[Cl:9]. Given the reactants C1C(=O)N([Br:8])C(=O)C1.[Cl:9][C:10]1[S:14][C:13]([C:15]([O:17]C)=[O:16])=[CH:12][C:11]=1[C:19]1[N:23]([CH3:24])[N:22]=[CH:21][CH:20]=1.[OH-].[Na+], predict the reaction product. (6) Given the reactants Br[C:2]1[N:3]=[C:4]([CH3:24])[N:5]([C:7]2[N:12]=[C:11]([CH3:13])[CH:10]=[C:9]([C:14]3[CH:19]=[CH:18][C:17]([C:20]([F:23])([F:22])[F:21])=[CH:16][CH:15]=3)[N:8]=2)[CH:6]=1.[NH2:25][C:26]1[CH:31]=[CH:30][C:29](B2OC(C)(C)C(C)(C)O2)=[CH:28][N:27]=1, predict the reaction product. The product is: [CH3:24][C:4]1[N:5]([C:7]2[N:12]=[C:11]([CH3:13])[CH:10]=[C:9]([C:14]3[CH:19]=[CH:18][C:17]([C:20]([F:23])([F:22])[F:21])=[CH:16][CH:15]=3)[N:8]=2)[CH:6]=[C:2]([C:29]2[CH:30]=[CH:31][C:26]([NH2:25])=[N:27][CH:28]=2)[N:3]=1.